This data is from Full USPTO retrosynthesis dataset with 1.9M reactions from patents (1976-2016). The task is: Predict the reactants needed to synthesize the given product. (1) Given the product [NH2:14][C:10]1[CH:9]=[C:8]2[C:13](=[CH:12][CH:11]=1)[N:4]([CH2:1][CH3:3])[C:5](=[O:20])[N:6]([CH:18]1[CH2:19][CH2:23]1)[C:7]2=[O:17], predict the reactants needed to synthesize it. The reactants are: [CH:1]1([N:4]2[C:13]3[C:8](=[CH:9][C:10]([N+:14]([O-])=O)=[CH:11][CH:12]=3)[C:7](=[O:17])[N:6]([CH2:18][CH3:19])[C:5]2=[O:20])[CH2:3]C1.[H][H].[C:23](OCC)(=O)C. (2) The reactants are: [Cl:1][C:2]1[CH:7]=[CH:6][CH:5]=[CH:4][C:3]=1[C:8]1[CH:17]=[C:16]([CH:18]=O)[CH:15]=[C:14]2[C:9]=1[CH2:10][NH:11][C:12](=[O:28])[N:13]2[C:20]1[C:25]([Cl:26])=[CH:24][CH:23]=[CH:22][C:21]=1[Cl:27].[C:29]([N:36]1[CH2:41][CH2:40][NH:39][CH:38]([CH3:42])[CH2:37]1)([O:31][C:32]([CH3:35])([CH3:34])[CH3:33])=[O:30].C(O[BH-](OC(=O)C)OC(=O)C)(=O)C.[Na+].C(O)(=O)C. Given the product [Cl:1][C:2]1[CH:7]=[CH:6][CH:5]=[CH:4][C:3]=1[C:8]1[CH:17]=[C:16]([CH2:18][N:39]2[CH2:40][CH2:41][N:36]([C:29]([O:31][C:32]([CH3:35])([CH3:34])[CH3:33])=[O:30])[CH2:37][CH:38]2[CH3:42])[CH:15]=[C:14]2[C:9]=1[CH2:10][NH:11][C:12](=[O:28])[N:13]2[C:20]1[C:21]([Cl:27])=[CH:22][CH:23]=[CH:24][C:25]=1[Cl:26], predict the reactants needed to synthesize it. (3) Given the product [NH2:9][C:10]([C:15]1[CH:20]=[CH:19][C:18]([F:21])=[CH:17][C:16]=1[F:22])([CH3:14])[CH2:11][OH:12], predict the reactants needed to synthesize it. The reactants are: [Li+].[BH4-].Cl[Si](C)(C)C.Cl.[NH2:9][C:10]([C:15]1[CH:20]=[CH:19][C:18]([F:21])=[CH:17][C:16]=1[F:22])([CH3:14])[C:11](O)=[O:12]. (4) Given the product [C:34]([O:33][C:31]([N:27]1[CH2:26][CH2:25][C:24]2[C:29](=[CH:30][C:21]([NH:20][C:18]([C:17]3[CH:38]=[CH:39][C:14]([O:13][C:12]4[CH:11]=[C:10]5[C:5]([CH:6]([C:40]([OH:42])=[O:41])[CH2:7][CH2:8][O:9]5)=[CH:4][C:3]=4[C:1]#[N:2])=[CH:15][CH:16]=3)=[O:19])=[CH:22][CH:23]=2)[CH2:28]1)=[O:32])([CH3:37])([CH3:35])[CH3:36], predict the reactants needed to synthesize it. The reactants are: [C:1]([C:3]1[CH:4]=[C:5]2[C:10](=[CH:11][C:12]=1[O:13][C:14]1[CH:39]=[CH:38][C:17]([C:18]([NH:20][C:21]3[CH:30]=[C:29]4[C:24]([CH2:25][CH2:26][N:27]([C:31]([O:33][C:34]([CH3:37])([CH3:36])[CH3:35])=[O:32])[CH2:28]4)=[CH:23][CH:22]=3)=[O:19])=[CH:16][CH:15]=1)[O:9][CH2:8][CH2:7][CH:6]2[C:40]([O:42]C)=[O:41])#[N:2].[OH-].[Na+]. (5) Given the product [Cl:26][C:6]1[C:5]2[C:10](=[CH:11][C:12]([O:13][CH3:14])=[C:3]([O:2][CH3:1])[CH:4]=2)[N:9]=[CH:8][C:7]=1[C:15]#[N:16], predict the reactants needed to synthesize it. The reactants are: [CH3:1][O:2][C:3]1[CH:4]=[C:5]2[C:10](=[CH:11][C:12]=1[O:13][CH3:14])[NH:9][CH:8]=[C:7]([C:15]#[N:16])[C:6]2=O.C([O-])([O-])=O.[K+].[K+].O=P(Cl)(Cl)[Cl:26]. (6) Given the product [ClH:1].[ClH:1].[CH3:2][O:3][C:4](=[O:22])[C@@H:5]([NH2:14])[CH2:6][CH2:7][N:8]1[CH2:13][CH2:12][CH2:11][CH2:10][CH2:9]1, predict the reactants needed to synthesize it. The reactants are: [ClH:1].[CH3:2][O:3][C:4](=[O:22])[C@@H:5]([NH:14]C(OC(C)(C)C)=O)[CH2:6][CH2:7][N:8]1[CH2:13][CH2:12][CH2:11][CH2:10][CH2:9]1. (7) Given the product [CH3:8][N:9]1[CH2:10][CH2:11][CH:12]([C:15]2[CH:27]=[CH:26][C:18]([C:19]([OH:21])=[O:20])=[C:17]([N:28]([CH:35]3[CH2:36][CH2:37][O:38][CH2:39][CH2:40]3)[C:29](=[O:34])[C:30]([F:31])([F:32])[F:33])[CH:16]=2)[CH2:13][CH2:14]1, predict the reactants needed to synthesize it. The reactants are: FC(F)(F)C(O)=O.[CH3:8][N:9]1[CH2:14][CH2:13][CH:12]([C:15]2[CH:27]=[CH:26][C:18]([C:19]([O:21]C(C)(C)C)=[O:20])=[C:17]([N:28]([CH:35]3[CH2:40][CH2:39][O:38][CH2:37][CH2:36]3)[C:29](=[O:34])[C:30]([F:33])([F:32])[F:31])[CH:16]=2)[CH2:11][CH2:10]1. (8) Given the product [Cl:12][C:10]1[N:9]=[C:8]([O:13][CH:14]2[CH2:19][CH2:18][CH2:17][N:16]([CH3:20])[CH2:15]2)[N:7]=[C:6]([NH2:5])[CH:11]=1, predict the reactants needed to synthesize it. The reactants are: C([NH:5][C:6]1[CH:11]=[C:10]([Cl:12])[N:9]=[C:8]([O:13][CH:14]2[CH2:19][CH2:18][CH2:17][N:16]([CH3:20])[CH2:15]2)[N:7]=1)(C)(C)C.S(=O)(=O)(O)O.N. (9) The reactants are: [H-].[Na+].[Br:3][C:4]1[N:9]=[C:8]([CH2:10][CH2:11][OH:12])[CH:7]=[CH:6][CH:5]=1.Br[CH2:14][C:15]([O:17][CH2:18][CH3:19])=[O:16].O. Given the product [CH2:18]([O:17][C:15](=[O:16])[CH2:14][O:12][CH2:11][CH2:10][C:8]1[CH:7]=[CH:6][CH:5]=[C:4]([Br:3])[N:9]=1)[CH3:19], predict the reactants needed to synthesize it.